Dataset: Full USPTO retrosynthesis dataset with 1.9M reactions from patents (1976-2016). Task: Predict the reactants needed to synthesize the given product. (1) Given the product [Cl:1][C:2]1[CH:3]=[C:4]([C@@H:9]2[O:15][CH2:14][CH2:13][N:12]([C:16]([O:18][C:19]([CH3:22])([CH3:20])[CH3:21])=[O:17])[CH2:11][C@H:10]2[CH2:33][NH:32][CH2:31][CH2:29][OH:30])[CH:5]=[CH:6][C:7]=1[Cl:8], predict the reactants needed to synthesize it. The reactants are: [Cl:1][C:2]1[CH:3]=[C:4]([C@@H:9]2[O:15][CH2:14][CH2:13][N:12]([C:16]([O:18][C:19]([CH3:22])([CH3:21])[CH3:20])=[O:17])[CH2:11][C@H:10]2COS(C)(=O)=O)[CH:5]=[CH:6][C:7]=1[Cl:8].[CH2:29]([CH2:31][NH2:32])[OH:30].[CH2:33](O)C. (2) Given the product [C:14]([O:18][C:19]([N:21]1[CH2:26][CH2:25][C:24]([OH:27])([C:9]2[C:10]([Cl:13])=[CH:11][CH:12]=[C:7]([Cl:6])[N:8]=2)[CH2:23][CH2:22]1)=[O:20])([CH3:17])([CH3:15])[CH3:16], predict the reactants needed to synthesize it. The reactants are: C([Li])CCC.[Cl:6][C:7]1[CH:12]=[CH:11][C:10]([Cl:13])=[CH:9][N:8]=1.[C:14]([O:18][C:19]([N:21]1[CH2:26][CH2:25][C:24](=[O:27])[CH2:23][CH2:22]1)=[O:20])([CH3:17])([CH3:16])[CH3:15].[Cl-].[NH4+]. (3) Given the product [O:1]1[CH:5]([CH2:6][NH2:7])[CH2:4][C:3]2[CH:18]=[C:19]3[C:24](=[CH:25][C:2]1=2)[CH2:23][CH2:22][CH2:21][CH2:20]3, predict the reactants needed to synthesize it. The reactants are: [O:1]1[CH:5]([CH2:6][NH:7]C(=O)OCC2C=CC=CC=2)[CH2:4][C:3]2[CH:18]=[C:19]3[C:24](=[CH:25][C:2]1=2)[CH2:23][CH2:22][CH2:21][CH2:20]3.